Dataset: Reaction yield outcomes from USPTO patents with 853,638 reactions. Task: Predict the reaction yield, written as a fraction of the theoretical maximum amount of product (1.0 means a 100% yield; for example, 0.34 means a 34% yield). The reactants are [CH2:1](OC(=O)C)C.Cl.C[N:9]([CH2:17][CH2:18][N:19]([CH2:41][C:42]1[CH:47]=[CH:46][N:45]=[CH:44][CH:43]=1)[CH2:20][CH2:21][CH2:22][O:23][C:24]1[CH:40]=[CH:39][C:27]2[N:28]([CH3:38])[C:29](=[O:37])[C:30]([CH3:36])([CH3:35])[C:31](=[O:34])[N:32]([CH3:33])[C:26]=2[CH:25]=1)C(=O)OC(C)(C)C. The catalyst is C(OCC)(=O)C. The product is [CH3:38][N:28]1[C:29](=[O:37])[C:30]([CH3:35])([CH3:36])[C:31](=[O:34])[N:32]([CH3:33])[C:26]2[CH:25]=[C:24]([O:23][CH2:22][CH2:21][CH2:20][N:19]([CH2:18][CH:17]([NH2:9])[CH3:1])[CH2:41][C:42]3[CH:43]=[CH:44][N:45]=[CH:46][CH:47]=3)[CH:40]=[CH:39][C:27]1=2. The yield is 1.00.